From a dataset of Catalyst prediction with 721,799 reactions and 888 catalyst types from USPTO. Predict which catalyst facilitates the given reaction. (1) Product: [NH2:12][C:13]1[N:14]=[C:15]([NH:11][CH2:10][CH2:9][NH:28][C:21](=[O:22])[O:23][C:24]([CH3:25])([CH3:26])[CH3:27])[S:43][C:32]=1[C:33]#[N:34]. The catalyst class is: 13. Reactant: ClC1C=C(Cl)C=CC=1[C:9](=O)[CH2:10][N:11]1[C:15](C(OC)=O)=[N:14][CH:13]=[N:12]1.[C:21]([NH:28]CCN)([O:23][C:24]([CH3:27])([CH3:26])[CH3:25])=[O:22].[CH3:32][CH2:33][N:34](C(C)C)C(C)C.O.C[S:43](C)=O. (2) Reactant: [CH3:1][O:2][C:3]1[C:11]2[CH:10]=[C:9]([C:12]([OH:14])=O)[O:8][C:7]=2[CH:6]=[CH:5][CH:4]=1.[CH2:15]([NH2:18])[C:16]#[CH:17].CCN=C=NCCCN(C)C.C1C=CC2N(O)N=NC=2C=1. Product: [CH2:15]([NH:18][C:12]([C:9]1[O:8][C:7]2[CH:6]=[CH:5][CH:4]=[C:3]([O:2][CH3:1])[C:11]=2[CH:10]=1)=[O:14])[C:16]#[CH:17]. The catalyst class is: 289. (3) Reactant: C([O:8][C:9]1[CH:14]=[CH:13][N:12]=[C:11]([C:15]2[CH:20]=[CH:19][C:18]([CH2:21][C:22]#[N:23])=[CH:17][CH:16]=2)[N:10]=1)C1C=CC=CC=1. Product: [OH:8][C:9]1[CH:14]=[CH:13][N:12]=[C:11]([C:15]2[CH:20]=[CH:19][C:18]([CH2:21][C:22]#[N:23])=[CH:17][CH:16]=2)[N:10]=1. The catalyst class is: 55. (4) Reactant: C(N(CC)CC)C.Br[CH2:9][CH2:10][NH:11][C:12](=[O:18])[O:13][C:14]([CH3:17])([CH3:16])[CH3:15].[CH:19]12[O:27][CH:23]([CH2:24][NH:25][CH2:26]1)[CH2:22][N:21]([CH2:28][CH2:29][CH2:30][CH2:31][C:32]1[CH:39]=[CH:38][C:35]([C:36]#[N:37])=[CH:34][CH:33]=1)[CH2:20]2. Product: [C:36]([C:35]1[CH:34]=[CH:33][C:32]([CH2:31][CH2:30][CH2:29][CH2:28][N:21]2[CH2:22][CH:23]3[O:27][CH:19]([CH2:26][N:25]([CH2:9][CH2:10][NH:11][C:12](=[O:18])[O:13][C:14]([CH3:17])([CH3:16])[CH3:15])[CH2:24]3)[CH2:20]2)=[CH:39][CH:38]=1)#[N:37]. The catalyst class is: 3.